This data is from Choline transporter screen with 302,306 compounds. The task is: Binary Classification. Given a drug SMILES string, predict its activity (active/inactive) in a high-throughput screening assay against a specified biological target. (1) The drug is Clc1c(NCC2ON=C(C2)C(=O)/N=C\NO)ncc(c1)C(F)(F)F. The result is 0 (inactive). (2) The molecule is Fc1cc(c2n(c3c(n(CC(C)C)c(=O)[nH]c3=O)n2)CCCC)ccc1. The result is 0 (inactive). (3) The result is 0 (inactive). The drug is S(c1nc2OC(Nc3c(c2nn1)cccc3)c1occc1)Cc1ccccc1. (4) The result is 0 (inactive). The molecule is Clc1c(NC(=O)C[n+]2ccc(CC)cc2)ccc(Cl)c1. (5) The drug is o1c(CNCc2cccnc2)ccc1. The result is 0 (inactive). (6) The molecule is S(=O)(=O)(N(CC)CC)c1cc(ccc1)C(=O)Nc1c(C(=O)N(CC)CC)cccc1. The result is 0 (inactive). (7) The result is 0 (inactive). The molecule is o1nc(c(NC(=O)N(Cc2ccccc2)CCC(O)=O)c1C)c1ccccc1.